Dataset: Forward reaction prediction with 1.9M reactions from USPTO patents (1976-2016). Task: Predict the product of the given reaction. (1) Given the reactants [BH4-].[Na+].[Cl:3][C:4]1[CH:9]=[C:8]([C:10]#[C:11][CH:12]2[CH2:14][CH2:13]2)[CH:7]=[CH:6][C:5]=1[C:15](=[O:22])[CH2:16][N:17]1[CH:21]=[CH:20][N:19]=[CH:18]1, predict the reaction product. The product is: [Cl:3][C:4]1[CH:9]=[C:8]([C:10]#[C:11][CH:12]2[CH2:14][CH2:13]2)[CH:7]=[CH:6][C:5]=1[CH:15]([OH:22])[CH2:16][N:17]1[CH:21]=[CH:20][N:19]=[CH:18]1. (2) The product is: [ClH:35].[CH2:14]([C:16]1[CH:17]=[C:18]([NH:19][CH:2]([C:8]2[CH:9]=[CH:10][CH:11]=[CH:12][CH:13]=2)[C:3]([OH:5])=[O:4])[CH:20]=[CH:21][CH:22]=1)[CH3:15]. Given the reactants Br[CH:2]([C:8]1[CH:13]=[CH:12][CH:11]=[CH:10][CH:9]=1)[C:3]([O:5]CC)=[O:4].[CH2:14]([C:16]1[CH:17]=[C:18]([CH:20]=[CH:21][CH:22]=1)[NH2:19])[CH3:15].C(N(C(C)C)C(C)C)C.O.[OH-].[Li+].[ClH:35], predict the reaction product. (3) The product is: [F:23][C:20]1[CH:19]=[CH:18][C:17]([C:13]2[C:12]([CH2:11][O:10][C:7]3[CH:8]=[CH:9][C:4]([C:3]([NH:25][C@H:26]([CH3:27])[CH2:28][OH:29])=[O:24])=[CH:5][N:6]=3)=[CH:16][O:15][N:14]=2)=[CH:22][CH:21]=1. Given the reactants CO[C:3](=[O:24])[C:4]1[CH:9]=[CH:8][C:7]([O:10][CH2:11][C:12]2[C:13]([C:17]3[CH:22]=[CH:21][C:20]([F:23])=[CH:19][CH:18]=3)=[N:14][O:15][CH:16]=2)=[N:6][CH:5]=1.[NH2:25][C@@H:26]([CH2:28][OH:29])[CH3:27], predict the reaction product. (4) Given the reactants [C:1]([CH:4](OS(C1C=CC(C)=CC=1)(=O)=O)[C:5]1[CH:10]=[CH:9][CH:8]=[CH:7][CH:6]=1)(=[O:3])[NH2:2].[F:22][C:23]1[C:28]([CH3:29])=[CH:27][CH:26]=[CH:25][C:24]=1[CH2:30][CH2:31][C@H:32]1[C:41]2[C:36](=[CH:37][C:38]([O:44][CH3:45])=[C:39]([O:42][CH3:43])[CH:40]=2)[CH2:35][CH2:34][NH:33]1, predict the reaction product. The product is: [F:22][C:23]1[C:28]([CH3:29])=[CH:27][CH:26]=[CH:25][C:24]=1[CH2:30][CH2:31][C@H:32]1[C:41]2[C:36](=[CH:37][C:38]([O:44][CH3:45])=[C:39]([O:42][CH3:43])[CH:40]=2)[CH2:35][CH2:34][N:33]1[C@H:4]([C:5]1[CH:6]=[CH:7][CH:8]=[CH:9][CH:10]=1)[C:1]([NH2:2])=[O:3]. (5) Given the reactants [C:1]([O:5][C:6]([N:8]1[CH2:14][CH2:13][CH2:12][NH:11][CH2:10][CH2:9]1)=[O:7])([CH3:4])([CH3:3])[CH3:2].C([N:23]=[C:24]=[S:25])(=O)C1C=CC=CC=1, predict the reaction product. The product is: [C:1]([O:5][C:6]([N:8]1[CH2:14][CH2:13][CH2:12][N:11]([C:24](=[S:25])[NH2:23])[CH2:10][CH2:9]1)=[O:7])([CH3:4])([CH3:2])[CH3:3]. (6) The product is: [CH3:29][O:30][C:31]([C:33]1[N:34]([CH3:39])[N:35]=[C:36]([NH:38][C:8](=[O:9])[CH:7]([N:11]2[C:16](=[O:17])[CH:15]=[C:14]([O:18][C:19]3[CH:24]=[CH:23][CH:22]=[CH:21][C:20]=3[C:25]([F:26])([F:27])[F:28])[CH:13]=[N:12]2)[CH2:6][CH:1]2[CH2:5][CH2:4][CH2:3][CH2:2]2)[CH:37]=1)=[O:32]. Given the reactants [CH:1]1([CH2:6][CH:7]([N:11]2[C:16](=[O:17])[CH:15]=[C:14]([O:18][C:19]3[CH:24]=[CH:23][CH:22]=[CH:21][C:20]=3[C:25]([F:28])([F:27])[F:26])[CH:13]=[N:12]2)[C:8](O)=[O:9])[CH2:5][CH2:4][CH2:3][CH2:2]1.[CH3:29][O:30][C:31]([C:33]1[N:34]([CH3:39])[N:35]=[C:36]([NH2:38])[CH:37]=1)=[O:32], predict the reaction product.